This data is from Catalyst prediction with 721,799 reactions and 888 catalyst types from USPTO. The task is: Predict which catalyst facilitates the given reaction. (1) Reactant: [C:1]([NH:24][CH:25]([CH2:40][CH:41]([CH3:43])[CH3:42])[C:26]([NH:28][C:29]1[CH:30]=[CH:31][C:32]([OH:39])=[C:33]([CH:38]=1)[C:34]([O:36]C)=[O:35])=[O:27])(=[O:23])[CH2:2][CH2:3][CH:4]=[CH:5][CH2:6][CH:7]=[CH:8][CH2:9][CH:10]=[CH:11][CH2:12][CH:13]=[CH:14][CH2:15][CH:16]=[CH:17][CH2:18][CH:19]=[CH:20][CH2:21][CH3:22].[OH-].[Na+].Cl. Product: [C:1]([NH:24][CH:25]([CH2:40][CH:41]([CH3:42])[CH3:43])[C:26]([NH:28][C:29]1[CH:30]=[CH:31][C:32]([OH:39])=[C:33]([CH:38]=1)[C:34]([OH:36])=[O:35])=[O:27])(=[O:23])[CH2:2][CH2:3][CH:4]=[CH:5][CH2:6][CH:7]=[CH:8][CH2:9][CH:10]=[CH:11][CH2:12][CH:13]=[CH:14][CH2:15][CH:16]=[CH:17][CH2:18][CH:19]=[CH:20][CH2:21][CH3:22]. The catalyst class is: 5. (2) Reactant: [N:1]1[C:10]2[C:5](=[CH:6][CH:7]=[CH:8][CH:9]=2)[CH:4]=[C:3](B(O)O)[CH:2]=1.[O-]P([O-])([O-])=O.[K+].[K+].[K+].C(Cl)Cl.[CH3:25][Si:26]([CH3:63])([CH3:62])[CH2:27][CH2:28][O:29][CH2:30][N:31]([CH2:54][O:55][CH2:56][CH2:57][Si:58]([CH3:61])([CH3:60])[CH3:59])[C:32]1[N:37]2[N:38]=[CH:39][C:40](I)=[C:36]2[N:35]=[C:34]([CH:42]2[CH2:47][CH2:46][CH:45]([CH2:48][C:49]([O:51][CH2:52][CH3:53])=[O:50])[CH2:44][CH2:43]2)[CH:33]=1. Product: [CH3:61][Si:58]([CH3:59])([CH3:60])[CH2:57][CH2:56][O:55][CH2:54][N:31]([CH2:30][O:29][CH2:28][CH2:27][Si:26]([CH3:63])([CH3:62])[CH3:25])[C:32]1[N:37]2[N:38]=[CH:39][C:40]([C:3]3[CH:2]=[N:1][C:10]4[C:5]([CH:4]=3)=[CH:6][CH:7]=[CH:8][CH:9]=4)=[C:36]2[N:35]=[C:34]([CH:42]2[CH2:47][CH2:46][CH:45]([CH2:48][C:49]([O:51][CH2:52][CH3:53])=[O:50])[CH2:44][CH2:43]2)[CH:33]=1. The catalyst class is: 75.